This data is from Reaction yield outcomes from USPTO patents with 853,638 reactions. The task is: Predict the reaction yield, written as a fraction of the theoretical maximum amount of product (1.0 means a 100% yield; for example, 0.34 means a 34% yield). (1) The reactants are [CH2:1]([N:3]1[C:7]2[N:8]=[C:9]([C:18]3[CH:23]=[CH:22][C:21]([NH:24][C:25]([NH:27][C:28]4[CH:36]=[CH:35][C:31]([C:32](O)=[O:33])=[CH:30][CH:29]=4)=[O:26])=[CH:20][CH:19]=3)[N:10]=[C:11]([N:12]3[CH2:17][CH2:16][O:15][CH2:14][CH2:13]3)[C:6]=2[CH:5]=[CH:4]1)[CH3:2].[NH2:37][CH2:38][CH2:39][N:40]1[CH2:45][CH2:44][CH2:43][CH2:42][CH2:41]1. No catalyst specified. The product is [CH2:1]([N:3]1[C:7]2[N:8]=[C:9]([C:18]3[CH:23]=[CH:22][C:21]([NH:24][C:25]([NH:27][C:28]4[CH:36]=[CH:35][C:31]([C:32]([NH:37][CH2:38][CH2:39][N:40]5[CH2:45][CH2:44][CH2:43][CH2:42][CH2:41]5)=[O:33])=[CH:30][CH:29]=4)=[O:26])=[CH:20][CH:19]=3)[N:10]=[C:11]([N:12]3[CH2:13][CH2:14][O:15][CH2:16][CH2:17]3)[C:6]=2[CH:5]=[CH:4]1)[CH3:2]. The yield is 0.670. (2) The reactants are [CH:1]1([C:7]([C:9]2[C:13]3[CH:14]=[CH:15][C:16]([O:18][CH3:19])=[CH:17][C:12]=3[O:11][C:10]=2[CH3:20])=[O:8])[CH2:6][CH2:5][CH2:4][CH2:3][CH2:2]1.CO.[BH4-].[Na+].Cl. The catalyst is O1CCCC1. The product is [CH:1]1([CH:7]([C:9]2[C:13]3[CH:14]=[CH:15][C:16]([O:18][CH3:19])=[CH:17][C:12]=3[O:11][C:10]=2[CH3:20])[OH:8])[CH2:2][CH2:3][CH2:4][CH2:5][CH2:6]1. The yield is 0.760. (3) The product is [CH:22]1([CH2:27][C@@H:28]([C:29]([NH:21][NH:20][C:5]2[C:6]([F:19])=[C:7]([N:9]3[CH2:15][CH:14]([N:16]([CH3:17])[CH3:18])[C:11]4([CH2:12][CH2:13]4)[CH2:10]3)[N:8]=[C:3]([CH2:1][CH3:2])[N:4]=2)=[O:30])[CH2:32][N:33]([O:34][CH2:35][C:36]2[CH:41]=[CH:40][CH:39]=[CH:38][CH:37]=2)[CH:42]=[O:43])[CH2:26][CH2:25][CH2:24][CH2:23]1. The reactants are [CH2:1]([C:3]1[N:8]=[C:7]([N:9]2[CH2:15][CH:14]([N:16]([CH3:18])[CH3:17])[C:11]3([CH2:13][CH2:12]3)[CH2:10]2)[C:6]([F:19])=[C:5]([NH:20][NH2:21])[N:4]=1)[CH3:2].[CH:22]1([CH2:27][C@H:28]([CH2:32][N:33]([CH:42]=[O:43])[O:34][CH2:35][C:36]2[CH:41]=[CH:40][CH:39]=[CH:38][CH:37]=2)[C:29](O)=[O:30])[CH2:26][CH2:25][CH2:24][CH2:23]1.CN1CCOCC1.ON1C2N=CC=CC=2N=N1.C(Cl)CCl. The yield is 0.710. The catalyst is CN(C=O)C. (4) The reactants are C1(S([N:10]2[C:18]3[C:13](=[CH:14][C:15]([C:19]([C:21]4[CH:22]=[CH:23][C:24]([Cl:30])=[C:25]([S:27]([NH2:29])=[O:28])[CH:26]=4)=[O:20])=[CH:16][CH:17]=3)[C:12]3[CH2:31][CH2:32][N:33]([C:35](=[O:40])[C:36]([CH3:39])([CH3:38])[CH3:37])[CH2:34][C:11]2=3)(=O)=O)C=CC=CC=1. The catalyst is CO.[OH-].[Na+]. The product is [Cl:30][C:24]1[CH:23]=[CH:22][C:21]([C:19]([C:15]2[CH:14]=[C:13]3[C:18](=[CH:17][CH:16]=2)[NH:10][C:11]2[CH2:34][N:33]([C:35](=[O:40])[C:36]([CH3:37])([CH3:38])[CH3:39])[CH2:32][CH2:31][C:12]3=2)=[O:20])=[CH:26][C:25]=1[S:27]([NH2:29])=[O:28]. The yield is 0.150. (5) The reactants are [Br:1][C:2]1[CH:7]=[CH:6][C:5]([NH:8][C:9]2[N:10]([CH3:19])[C:11](=[O:18])[CH:12]=[CH:13][C:14]=2[C:15]([OH:17])=O)=[C:4]([F:20])[CH:3]=1.CCN=C=NCCCN(C)C.C1C=CC2N(O)N=NC=2C=1.[CH:42]1([CH2:45][O:46][NH2:47])[CH2:44][CH2:43]1.CCN(CC)CC. The catalyst is CC(N(C)C)=O.CCOC(C)=O. The product is [CH:42]1([CH2:45][O:46][NH:47][C:15]([C:14]2[CH:13]=[CH:12][C:11](=[O:18])[N:10]([CH3:19])[C:9]=2[NH:8][C:5]2[CH:6]=[CH:7][C:2]([Br:1])=[CH:3][C:4]=2[F:20])=[O:17])[CH2:44][CH2:43]1. The yield is 0.570. (6) The reactants are [Br:1][C:2]1[CH:3]=[C:4]([O:19][C:20]2[CH:25]=[CH:24][CH:23]=[CH:22][CH:21]=2)[C:5]([NH:8][C:9]2[S:10][CH:11]=[C:12]([CH2:14][CH2:15][C:16]([OH:18])=O)[N:13]=2)=[N:6][CH:7]=1.C1C=CC2N(O)N=[N:32][C:30]=2C=1.O.CCN(C(C)C)C(C)C.CCN=C=NCCCN(C)C.CN. The catalyst is C(#N)C. The product is [Br:1][C:2]1[CH:3]=[C:4]([O:19][C:20]2[CH:25]=[CH:24][CH:23]=[CH:22][CH:21]=2)[C:5]([NH:8][C:9]2[S:10][CH:11]=[C:12]([CH2:14][CH2:15][C:16]([NH:32][CH3:30])=[O:18])[N:13]=2)=[N:6][CH:7]=1. The yield is 0.698. (7) The reactants are Cl[C:2]1[C:11]2[C:6](=[CH:7][CH:8]=[CH:9][CH:10]=2)[N:5]=[C:4]([C:12]([F:21])([F:20])[C:13]2[CH:18]=[CH:17][C:16]([F:19])=[CH:15][N:14]=2)[N:3]=1.CCN(C(C)C)C(C)C.[NH:31]1[CH:35]=[CH:34][C:33]([NH2:36])=[N:32]1.CC(O)=O. The catalyst is CN(C=O)C. The product is [F:20][C:12]([F:21])([C:13]1[CH:18]=[CH:17][C:16]([F:19])=[CH:15][N:14]=1)[C:4]1[N:3]=[C:2]([NH:36][C:33]2[CH:34]=[CH:35][NH:31][N:32]=2)[C:11]2[C:6](=[CH:7][CH:8]=[CH:9][CH:10]=2)[N:5]=1. The yield is 0.130. (8) The reactants are [Cl:1][C:2]1[CH:7]=[CH:6][C:5]([CH:8]([NH:15][C:16]([C:18]2([NH:33]C(=O)OC(C)(C)C)[CH2:23][CH2:22][N:21]([C:24]3[C:25]4[CH:32]=[CH:31][NH:30][C:26]=4[N:27]=[CH:28][N:29]=3)[CH2:20][CH2:19]2)=[O:17])[CH2:9][CH2:10][CH2:11][N:12]([CH3:14])[CH3:13])=[CH:4][CH:3]=1.C(O)(C(F)(F)F)=O. The catalyst is C(Cl)Cl. The product is [NH2:33][C:18]1([C:16]([NH:15][CH:8]([C:5]2[CH:6]=[CH:7][C:2]([Cl:1])=[CH:3][CH:4]=2)[CH2:9][CH2:10][CH2:11][N:12]([CH3:14])[CH3:13])=[O:17])[CH2:19][CH2:20][N:21]([C:24]2[C:25]3[CH:32]=[CH:31][NH:30][C:26]=3[N:27]=[CH:28][N:29]=2)[CH2:22][CH2:23]1. The yield is 0.358.